From a dataset of Reaction yield outcomes from USPTO patents with 853,638 reactions. Predict the reaction yield, written as a fraction of the theoretical maximum amount of product (1.0 means a 100% yield; for example, 0.34 means a 34% yield). (1) The reactants are [Br:1][CH2:2][CH2:3][CH2:4]Br.[N+:6]([C:9]1[CH:14]=[CH:13][CH:12]=[CH:11][C:10]=1[S:15]([NH:18][CH2:19][CH2:20][CH3:21])(=[O:17])=[O:16])([O-:8])=[O:7].[H-].[Na+].C(Cl)Cl. The catalyst is CN(C=O)C. The product is [Br:1][CH2:2][CH2:3][CH2:4][N:18]([CH2:19][CH2:20][CH3:21])[S:15]([C:10]1[CH:11]=[CH:12][CH:13]=[CH:14][C:9]=1[N+:6]([O-:8])=[O:7])(=[O:16])=[O:17]. The yield is 0.620. (2) The catalyst is C(#N)C. The product is [Br:47][C:22]1[C:21](=[O:38])[N:20]2[C:25]([O:26][C@H:27]3[CH2:33][N:30]([C:31](=[O:32])[C@H:6]([CH:1]4[CH2:2][CH2:3][CH2:4][CH2:5]4)[NH:7][C:8](=[O:39])[O:9][C@H:10]4[C@H:14]([CH2:15][CH2:16][CH2:17][CH2:18][CH2:19]2)[CH2:13][CH2:12][CH2:11]4)[C@H:29]([C:34]([O:36][CH3:37])=[O:35])[CH2:28]3)=[CH:24][CH:23]=1. The yield is 0.820. The reactants are [CH:1]1([C@H:6]2[C:31](=[O:32])[N:30]3[CH2:33][C@@H:27]([CH2:28][C@H:29]3[C:34]([O:36][CH3:37])=[O:35])[O:26][C:25]3[N:20]([C:21](=[O:38])[CH:22]=[CH:23][CH:24]=3)[CH2:19][CH2:18][CH2:17][CH2:16][CH2:15][C@H:14]3[C@@H:10]([CH2:11][CH2:12][CH2:13]3)[O:9][C:8](=[O:39])[NH:7]2)[CH2:5][CH2:4][CH2:3][CH2:2]1.C1C(=O)N([Br:47])C(=O)C1. (3) The reactants are [Cl:1][C:2]1[CH:3]=[CH:4][C:5]([O:11]C)=[C:6]([CH2:8][C:9]#[N:10])[CH:7]=1.[Na].Cl.Cl.[C:16]([NH:20][NH2:21])([CH3:19])([CH3:18])[CH3:17].[CH2:22](N(CC)CC)C.[F:29][C:30]([F:41])([F:40])[C:31](O[C:31](=[O:32])[C:30]([F:41])([F:40])[F:29])=[O:32].B(Br)(Br)Br. The catalyst is C(OCC)=O.C(O)C.ClCCl.O. The product is [C:16]([N:20]1[C:9]([NH:10][C:31](=[O:32])[C:30]([F:41])([F:40])[F:29])=[C:8]([C:6]2[CH:7]=[C:2]([Cl:1])[CH:3]=[CH:4][C:5]=2[OH:11])[CH:22]=[N:21]1)([CH3:19])([CH3:18])[CH3:17]. The yield is 0.660. (4) The reactants are [CH:1]1([N:4]2[C:9](=[O:10])[C:8]3[C:11]([OH:18])=[C:12]([CH3:17])[C:13](=[O:16])[N:14]([CH3:15])[C:7]=3[N:6]([C:19]3[CH:24]=[CH:23][C:22]([I:25])=[CH:21][C:20]=3[F:26])[C:5]2=[O:27])[CH2:3][CH2:2]1.N1C(C)=CC=CC=1C.[F:36][C:37]([F:50])([F:49])[S:38](O[S:38]([C:37]([F:50])([F:49])[F:36])(=[O:40])=[O:39])(=[O:40])=[O:39]. The catalyst is C(Cl)(Cl)Cl. The product is [CH:1]1([N:4]2[C:9](=[O:10])[C:8]3[C:11]([O:18][S:38]([C:37]([F:50])([F:49])[F:36])(=[O:40])=[O:39])=[C:12]([CH3:17])[C:13](=[O:16])[N:14]([CH3:15])[C:7]=3[N:6]([C:19]3[CH:24]=[CH:23][C:22]([I:25])=[CH:21][C:20]=3[F:26])[C:5]2=[O:27])[CH2:3][CH2:2]1. The yield is 0.930. (5) The reactants are Br[C:2]1[CH:36]=[CH:35][C:5]([CH2:6][N:7]2[C:11]3[CH:12]=[CH:13][C:14]([O:16][CH2:17][C:18]4[CH:27]=[CH:26][C:25]5[C:20](=[CH:21][CH:22]=[CH:23][CH:24]=5)[N:19]=4)=[CH:15][C:10]=3[N:9]=[C:8]2[CH2:28][C:29]([CH3:34])([CH3:33])[C:30]([OH:32])=[O:31])=[CH:4][CH:3]=1.[B:37]1([B:37]2[O:41][C:40]([CH3:43])([CH3:42])[C:39]([CH3:45])([CH3:44])[O:38]2)[O:41][C:40]([CH3:43])([CH3:42])[C:39]([CH3:45])([CH3:44])[O:38]1.CC([O-])=O.[K+]. No catalyst specified. The product is [CH3:33][C:29]([CH3:34])([CH2:28][C:8]1[N:7]([CH2:6][C:5]2[CH:35]=[CH:36][C:2]([B:37]3[O:41][C:40]([CH3:43])([CH3:42])[C:39]([CH3:45])([CH3:44])[O:38]3)=[CH:3][CH:4]=2)[C:11]2[CH:12]=[CH:13][C:14]([O:16][CH2:17][C:18]3[CH:27]=[CH:26][C:25]4[C:20](=[CH:21][CH:22]=[CH:23][CH:24]=4)[N:19]=3)=[CH:15][C:10]=2[N:9]=1)[C:30]([OH:32])=[O:31]. The yield is 0.560.